From a dataset of Reaction yield outcomes from USPTO patents with 853,638 reactions. Predict the reaction yield, written as a fraction of the theoretical maximum amount of product (1.0 means a 100% yield; for example, 0.34 means a 34% yield). (1) The catalyst is CC(O)=O. The yield is 1.00. The product is [NH:20]1[CH2:24][CH2:23][C:22]2([C:5]3[NH:6][C:7]4[C:12](=[CH:11][CH:10]=[CH:9][CH:8]=4)[C:4]=3[CH2:3][CH2:2][NH:1]2)[CH2:21]1. The reactants are [NH2:1][CH2:2][CH2:3][C:4]1[C:12]2[C:7](=[CH:8][CH:9]=[CH:10][CH:11]=2)[NH:6][CH:5]=1.C([N:20]1[CH2:24][CH2:23][C:22](=O)[CH2:21]1)(OC(C)(C)C)=O.Cl.O1CCOCC1. (2) The yield is 0.480. The reactants are [O:1]([CH2:8][C:9]([NH:11][C:12]1[NH:13][C:14](=[O:53])[C:15]2[N:16]=[CH:17][N:18]([C:51]=2[N:52]=1)[C@@H:19]1[O:50][C@H:24]([CH2:25][O:26][C:27]([C:44]2[CH:49]=[CH:48][CH:47]=[CH:46][CH:45]=2)([C:36]2[CH:41]=[CH:40][C:39]([O:42][CH3:43])=[CH:38][CH:37]=2)[C:28]2[CH:33]=[CH:32][C:31]([O:34][CH3:35])=[CH:30][CH:29]=2)[C@@H:22]([OH:23])[C@H:20]1[OH:21])=[O:10])[C:2]1[CH:7]=[CH:6][CH:5]=[CH:4][CH:3]=1.C(N(C(C)C)CC)(C)C.[C:63]([CH2:65][CH2:66][O:67][CH2:68]Cl)#[N:64].C(=O)(O)[O-].[Na+]. The catalyst is ClCCCl. The product is [O:1]([CH2:8][C:9]([NH:11][C:12]1[NH:13][C:14](=[O:53])[C:15]2[N:16]=[CH:17][N:18]([C:51]=2[N:52]=1)[C@@H:19]1[O:50][C@H:24]([CH2:25][O:26][C:27]([C:44]2[CH:49]=[CH:48][CH:47]=[CH:46][CH:45]=2)([C:36]2[CH:41]=[CH:40][C:39]([O:42][CH3:43])=[CH:38][CH:37]=2)[C:28]2[CH:33]=[CH:32][C:31]([O:34][CH3:35])=[CH:30][CH:29]=2)[C@@H:22]([OH:23])[C@H:20]1[O:21][CH2:68][O:67][CH2:66][CH2:65][C:63]#[N:64])=[O:10])[C:2]1[CH:3]=[CH:4][CH:5]=[CH:6][CH:7]=1. (3) The reactants are [NH:1]1[CH2:6][CH2:5][NH:4][CH2:3][C:2]1=[O:7].[C:8](O[C:8]([O:10][C:11]([CH3:14])([CH3:13])[CH3:12])=[O:9])([O:10][C:11]([CH3:14])([CH3:13])[CH3:12])=[O:9]. The catalyst is CO. The product is [C:11]([O:10][C:8]([N:4]1[CH2:5][CH2:6][NH:1][C:2](=[O:7])[CH2:3]1)=[O:9])([CH3:14])([CH3:13])[CH3:12]. The yield is 0.990.